From a dataset of Full USPTO retrosynthesis dataset with 1.9M reactions from patents (1976-2016). Predict the reactants needed to synthesize the given product. (1) Given the product [Cl:1][C:2]1[N:3]=[CH:4][C:5]([CH2:8][NH:10][CH:11]([CH3:15])[CH2:12][O:13][CH3:14])=[CH:6][CH:7]=1, predict the reactants needed to synthesize it. The reactants are: [Cl:1][C:2]1[CH:7]=[CH:6][C:5]([CH2:8]Cl)=[CH:4][N:3]=1.[NH2:10][CH:11]([CH3:15])[CH2:12][O:13][CH3:14].C(=O)([O-])[O-].[K+].[K+]. (2) Given the product [CH3:5][O:6][C:7]1[CH:8]=[CH:9][C:10]2[N:16]3[CH:17]=[N:18][C:19]([C:20]([O:22][CH:23]([CH3:1])[CH3:24])=[O:21])=[C:15]3[C@@H:14]3[CH2:25][CH2:26][CH2:27][N:13]3[C:12](=[O:28])[C:11]=2[CH:29]=1, predict the reactants needed to synthesize it. The reactants are: [CH3:1]C(O)C.[CH3:5][O:6][C:7]1[CH:8]=[CH:9][C:10]2[N:16]3[CH:17]=[N:18][C:19]([C:20]([O:22][CH2:23][CH3:24])=[O:21])=[C:15]3[C@@H:14]3[CH2:25][CH2:26][CH2:27][N:13]3[C:12](=[O:28])[C:11]=2[CH:29]=1. (3) Given the product [O:7]([CH2:21][C@@H:22]1[CH2:23][O:24]1)[C:1]1[CH:6]=[CH:5][CH:4]=[CH:3][CH:2]=1, predict the reactants needed to synthesize it. The reactants are: [C:1]1([OH:7])[CH:6]=[CH:5][CH:4]=[CH:3][CH:2]=1.[H-].[Na+].CC1C=CC(S(O[CH2:21][C@H:22]2[O:24][CH2:23]2)(=O)=O)=CC=1. (4) Given the product [CH2:1]([O:8][C:9]([N:11]1[CH2:12][CH2:13][CH:14]([CH:17]([C:18]2[CH:19]=[CH:20][C:21]([C@@H:24]([NH:26][C:27]([O:29][C:30]([CH3:31])([CH3:33])[CH3:32])=[O:28])[CH3:25])=[CH:22][CH:23]=2)[OH:34])[CH2:15][CH2:16]1)=[O:10])[C:2]1[CH:3]=[CH:4][CH:5]=[CH:6][CH:7]=1, predict the reactants needed to synthesize it. The reactants are: [CH2:1]([O:8][C:9]([N:11]1[CH2:16][CH2:15][CH:14]([C:17](=[O:34])[C:18]2[CH:23]=[CH:22][C:21]([C@@H:24]([NH:26][C:27]([O:29][C:30]([CH3:33])([CH3:32])[CH3:31])=[O:28])[CH3:25])=[CH:20][CH:19]=2)[CH2:13][CH2:12]1)=[O:10])[C:2]1[CH:7]=[CH:6][CH:5]=[CH:4][CH:3]=1.[Na].O.